This data is from Catalyst prediction with 721,799 reactions and 888 catalyst types from USPTO. The task is: Predict which catalyst facilitates the given reaction. Reactant: [CH2:1]([N:4]1[C:8]2[CH:9]=[CH:10][S:11][C:7]=2[C:6]2[S:12][CH:13]=[CH:14][C:5]1=2)[CH2:2][CH3:3].C([Li])CCC.CCCCCC.[CH3:26][Sn:27](Cl)([CH3:29])[CH3:28].O. Product: [CH2:1]([N:4]1[C:8]2[CH:9]=[C:10]([Sn:27]([CH3:29])([CH3:28])[CH3:26])[S:11][C:7]=2[C:6]2[S:12][C:13]([Sn:27]([CH3:29])([CH3:28])[CH3:26])=[CH:14][C:5]1=2)[CH2:2][CH3:3]. The catalyst class is: 1.